From a dataset of hERG potassium channel inhibition data for cardiac toxicity prediction from Karim et al.. Regression/Classification. Given a drug SMILES string, predict its toxicity properties. Task type varies by dataset: regression for continuous values (e.g., LD50, hERG inhibition percentage) or binary classification for toxic/non-toxic outcomes (e.g., AMES mutagenicity, cardiotoxicity, hepatotoxicity). Dataset: herg_karim. (1) The compound is Cn1cc(-c2cnc3ccc4ccc(NS(=O)(=O)N5CCC5)cc4c(=O)c3c2)cn1. The result is 0 (non-blocker). (2) The drug is CCOC(=O)C1=C(CN2CCOCC2)NC(c2nc(CC(=O)OC)cs2)=NC1c1ccc(F)cc1Br. The result is 1 (blocker). (3) The drug is COc1ccc(-c2ccc3c(N4CCOCC4)nc(N4C[C@H](C)O[C@@H](C)C4)nc3n2)cc1CNCCO. The result is 0 (non-blocker). (4) The result is 1 (blocker). The compound is N#Cc1ccc(N2N=C(F)C[C@@H]2c2ccc(-c3ccc4[nH]c(=O)oc4c3)cc2)cc1. (5) The drug is COC1COCCC1N[C@@H]1C[C@H]2CCC[C@@]2(C(=O)N2CCc3ccc(C(F)(F)F)cc3C2)C1. The result is 0 (non-blocker).